Dataset: Catalyst prediction with 721,799 reactions and 888 catalyst types from USPTO. Task: Predict which catalyst facilitates the given reaction. (1) Reactant: [CH2:1]([O:3][C:4]([C@@:6]1([NH:11]C(OC(C)(C)C)=O)[CH2:8][C@H:7]1[CH:9]=[CH2:10])=[O:5])[CH3:2].[K+].[K+].N(C([O-])=O)=NC([O-])=O.C(O)(=O)C. Product: [CH2:1]([O:3][C:4]([C@@:6]1([NH2:11])[CH2:8][C@H:7]1[CH2:9][CH3:10])=[O:5])[CH3:2]. The catalyst class is: 5. (2) Reactant: [NH2:1][C:2]1[C:24]([Cl:25])=[CH:23][C:5]([C:6]([NH:8][CH2:9][CH:10]2[O:15][CH2:14][CH2:13][N:12]([CH2:16][CH:17]3[CH2:22][CH2:21][NH:20][CH2:19][CH2:18]3)[CH2:11]2)=[O:7])=[C:4]([O:26][CH2:27][CH3:28])[CH:3]=1.[N:29]#[C:30]Br. Product: [NH2:1][C:2]1[C:24]([Cl:25])=[CH:23][C:5]([C:6]([NH:8][CH2:9][CH:10]2[O:15][CH2:14][CH2:13][N:12]([CH2:16][CH:17]3[CH2:18][CH2:19][N:20]([C:30]#[N:29])[CH2:21][CH2:22]3)[CH2:11]2)=[O:7])=[C:4]([O:26][CH2:27][CH3:28])[CH:3]=1. The catalyst class is: 2. (3) The catalyst class is: 1. Reactant: C(OP([CH2:9][S:10]([N:13]1[CH2:18][CH2:17][N:16]([C:19]2[CH:24]=[C:23]([CH3:25])[CH:22]=[CH:21][N:20]=2)[CH2:15][CH2:14]1)(=[O:12])=[O:11])(OCC)=O)C.[H-].[Na+].[F:28][C:29]([F:38])([C:34]([F:37])([F:36])[F:35])[CH:30](OC)O. Product: [CH3:25][C:23]1[CH:22]=[CH:21][N:20]=[C:19]([N:16]2[CH2:15][CH2:14][N:13]([S:10](/[CH:9]=[CH:30]/[C:29]([F:38])([F:28])[C:34]([F:37])([F:36])[F:35])(=[O:11])=[O:12])[CH2:18][CH2:17]2)[CH:24]=1. (4) Reactant: C([O:3][C:4](=[O:17])[CH2:5][C:6]1[C:14]2[C:9](=[CH:10][CH:11]=[C:12]([F:15])[CH:13]=2)[NH:8][C:7]=1[CH3:16])C.[H-].[Na+].Br[CH2:21][C:22]1[CH:27]=[CH:26][C:25]([S:28]([N:31]2[CH2:36][CH2:35][O:34][CH2:33][CH2:32]2)(=[O:30])=[O:29])=[CH:24][CH:23]=1.Cl. Product: [F:15][C:12]1[CH:13]=[C:14]2[C:9](=[CH:10][CH:11]=1)[N:8]([CH2:21][C:22]1[CH:27]=[CH:26][C:25]([S:28]([N:31]3[CH2:36][CH2:35][O:34][CH2:33][CH2:32]3)(=[O:30])=[O:29])=[CH:24][CH:23]=1)[C:7]([CH3:16])=[C:6]2[CH2:5][C:4]([OH:3])=[O:17]. The catalyst class is: 58. (5) Reactant: [F:1][CH:2]([F:23])[O:3][C:4]1[CH:9]=[CH:8][C:7]([C:10](=O)[C:11]([C:13]2[CH:18]=[CH:17][CH:16]=[CH:15]C=2)=O)=[CH:6][C:5]=1[CH:20]([CH3:22])[CH3:21].Cl.[CH3:25][NH:26][C:27]([NH2:29])=[NH:28].[C:30]([O-:33])([O-])=O.[Na+].[Na+]. Product: [NH2:29][C:27]1[N:26]([CH3:25])[C:30](=[O:33])[C:10]([C:7]2[CH:8]=[CH:9][C:4]([O:3][CH:2]([F:1])[F:23])=[C:5]([CH:20]([CH3:21])[CH3:22])[CH:6]=2)([C:11]2[CH:13]=[CH:18][CH:17]=[CH:16][CH:15]=2)[N:28]=1. The catalyst class is: 14. (6) Reactant: [Cl:1][C:2]1[CH:45]=[CH:44][C:5]([C:6]([N:8]2[CH2:14][C:13]3[CH:15]=[CH:16][C:17]([CH2:19][CH2:20][P:21](=[O:28])([O:25]CC)[O:22]CC)=[CH:18][C:12]=3[N:11]([CH2:29][C:30]3[CH:35]=[CH:34][C:33]([C:36]([N:38]4[CH2:42][CH:41]=[CH:40][CH2:39]4)=[O:37])=[CH:32][CH:31]=3)[C:10](=[O:43])[CH2:9]2)=[O:7])=[CH:4][CH:3]=1.C[Si](Br)(C)C. Product: [Cl:1][C:2]1[CH:3]=[CH:4][C:5]([C:6]([N:8]2[CH2:14][C:13]3[CH:15]=[CH:16][C:17]([CH2:19][CH2:20][P:21](=[O:22])([OH:25])[OH:28])=[CH:18][C:12]=3[N:11]([CH2:29][C:30]3[CH:35]=[CH:34][C:33]([C:36]([N:38]4[CH2:42][CH:41]=[CH:40][CH2:39]4)=[O:37])=[CH:32][CH:31]=3)[C:10](=[O:43])[CH2:9]2)=[O:7])=[CH:44][CH:45]=1. The catalyst class is: 10. (7) Reactant: [C:1]([N:4]1[CH2:10][C:9]2[CH:11]=[CH:12][C:13]([C:15](OC)=[O:16])=[CH:14][C:8]=2[O:7][CH2:6][C:5]1([CH3:20])[CH3:19])(=[O:3])[CH3:2].[OH-:21].[Na+].[NH2:23]O. Product: [C:1]([N:4]1[CH2:10][C:9]2[CH:11]=[CH:12][C:13]([C:15]([NH:23][OH:21])=[O:16])=[CH:14][C:8]=2[O:7][CH2:6][C:5]1([CH3:20])[CH3:19])(=[O:3])[CH3:2]. The catalyst class is: 36. (8) Reactant: [Cl:1][C:2]1[C:3]2[CH:13]=[CH:12][CH:11]=[CH:10][C:4]=2[S:5][C:6]=1[C:7]([OH:9])=O.C(Cl)(=O)C(Cl)=O.[NH2:20][C:21]1[CH:22]=[C:23]([NH:27][C:28]([C:30]2[O:31][CH:32]=[CH:33][CH:34]=2)=[O:29])[CH:24]=[CH:25][CH:26]=1. Product: [Cl:1][C:2]1[C:3]2[CH:13]=[CH:12][CH:11]=[CH:10][C:4]=2[S:5][C:6]=1[C:7]([NH:20][C:21]1[CH:22]=[C:23]([NH:27][C:28]([C:30]2[O:31][CH:32]=[CH:33][CH:34]=2)=[O:29])[CH:24]=[CH:25][CH:26]=1)=[O:9]. The catalyst class is: 3.